This data is from Reaction yield outcomes from USPTO patents with 853,638 reactions. The task is: Predict the reaction yield, written as a fraction of the theoretical maximum amount of product (1.0 means a 100% yield; for example, 0.34 means a 34% yield). (1) The reactants are [NH:1]([C:10]([O:12][CH2:13][C:14]1[CH:19]=[CH:18][CH:17]=[CH:16][CH:15]=1)=[O:11])[C@H:2]([C:7](O)=[O:8])[CH2:3][CH:4]([CH3:6])[CH3:5].Cl.[C:21]1([CH:27]([C:52]2[CH:57]=[CH:56][CH:55]=[CH:54][CH:53]=2)[C@H:28]([NH2:51])[CH:29]=[CH:30][S:31]([CH:34]=[CH:35][C@@H:36]([NH2:50])[CH:37]([C:44]2[CH:49]=[CH:48][CH:47]=[CH:46][CH:45]=2)[C:38]2[CH:43]=[CH:42][CH:41]=[CH:40][CH:39]=2)(=[O:33])=[O:32])[CH:26]=[CH:25][CH:24]=[CH:23][CH:22]=1. No catalyst specified. The product is [C:52]1([CH:27]([C:21]2[CH:26]=[CH:25][CH:24]=[CH:23][CH:22]=2)[C@H:28]([NH:51][C:7](=[O:8])[C@H:2]([CH2:3][CH:4]([CH3:6])[CH3:5])[NH:1][C:10]([O:12][CH2:13][C:14]2[CH:19]=[CH:18][CH:17]=[CH:16][CH:15]=2)=[O:11])[CH:29]=[CH:30][S:31]([CH:34]=[CH:35][C@@H:36]([NH:50][C:7](=[O:8])[C@H:2]([CH2:3][CH:4]([CH3:5])[CH3:6])[NH:1][C:10]([O:12][CH2:13][C:14]2[CH:19]=[CH:18][CH:17]=[CH:16][CH:15]=2)=[O:11])[CH:37]([C:38]2[CH:39]=[CH:40][CH:41]=[CH:42][CH:43]=2)[C:44]2[CH:45]=[CH:46][CH:47]=[CH:48][CH:49]=2)(=[O:33])=[O:32])[CH:53]=[CH:54][CH:55]=[CH:56][CH:57]=1. The yield is 0.820. (2) The reactants are [NH:1]1[C:9]2[C:4](=[CH:5][CH:6]=[CH:7][CH:8]=2)[CH2:3][C:2]1=[O:10].[C:11](Cl)(=[O:13])[CH3:12].O. The catalyst is ClCCCl. The product is [C:11]([C:6]1[CH:5]=[C:4]2[C:9](=[CH:8][CH:7]=1)[NH:1][C:2](=[O:10])[CH2:3]2)(=[O:13])[CH3:12]. The yield is 0.730. (3) The reactants are C([O:4][CH2:5][C:6]([N:8]1[CH2:13][CH2:12][CH:11]([NH:14][C:15]([C:17]2[N:29]([CH3:30])[C:28]3[C:27]4[CH:26]=[CH:25][CH:24]=[CH:23][C:22]=4[N:21]([CH2:31][C:32]4[C:33]([CH3:42])=[N:34][C:35]([C:38]([F:41])([F:40])[F:39])=[CH:36][CH:37]=4)[C:20](=[O:43])[C:19]=3[C:18]=2[O:44][CH3:45])=[O:16])[CH2:10][CH2:9]1)=[O:7])(=O)C.C(=O)([O-])[O-].[K+].[K+].CO.O. The catalyst is C1COCC1.C(=O)([O-])O.[Na+]. The product is [OH:4][CH2:5][C:6]([N:8]1[CH2:13][CH2:12][CH:11]([NH:14][C:15]([C:17]2[N:29]([CH3:30])[C:28]3[C:27]4[CH:26]=[CH:25][CH:24]=[CH:23][C:22]=4[N:21]([CH2:31][C:32]4[C:33]([CH3:42])=[N:34][C:35]([C:38]([F:39])([F:40])[F:41])=[CH:36][CH:37]=4)[C:20](=[O:43])[C:19]=3[C:18]=2[O:44][CH3:45])=[O:16])[CH2:10][CH2:9]1)=[O:7]. The yield is 0.0500.